This data is from Full USPTO retrosynthesis dataset with 1.9M reactions from patents (1976-2016). The task is: Predict the reactants needed to synthesize the given product. (1) Given the product [CH3:1][C@@H:2]1[N:7]([C:8]2[C:9]3[CH2:24][O:23][CH2:22][CH2:21][C:10]=3[N:11]=[C:12]([C:14]3[CH:15]=[CH:16][C:17]([NH:18][C:35]4[NH:34][C:33](=[O:32])[CH:38]=[CH:37][CH:36]=4)=[CH:19][CH:20]=3)[N:13]=2)[CH2:6][CH2:5][O:4][CH2:3]1, predict the reactants needed to synthesize it. The reactants are: [CH3:1][C@@H:2]1[N:7]([C:8]2[C:9]3[CH2:24][O:23][CH2:22][CH2:21][C:10]=3[N:11]=[C:12]([C:14]3[CH:20]=[CH:19][C:17]([NH2:18])=[CH:16][CH:15]=3)[N:13]=2)[CH2:6][CH2:5][O:4][CH2:3]1.C([O:32][C:33]1[CH:38]=[CH:37][CH:36]=[C:35](Cl)[N:34]=1)C1C=CC=CC=1. (2) Given the product [Br:10][C:6]1[CH:7]=[N:8][CH:9]=[C:2]([N:12]2[C:11](=[O:24])[C:16]3[S:17][C:18]4[CH2:23][CH2:22][CH2:21][CH2:20][C:19]=4[C:15]=3[CH2:14][CH2:13]2)[C:3]=1[CH:4]=[O:5], predict the reactants needed to synthesize it. The reactants are: Br[C:2]1[CH:9]=[N:8][CH:7]=[C:6]([Br:10])[C:3]=1[CH:4]=[O:5].[C:11]1(=[O:24])[C:16]2[S:17][C:18]3[CH2:23][CH2:22][CH2:21][CH2:20][C:19]=3[C:15]=2[CH2:14][CH2:13][NH:12]1.C(=O)([O-])[O-].[Cs+].[Cs+].CC1(C)C2C(=C(P(C3C=CC=CC=3)C3C=CC=CC=3)C=CC=2)OC2C(P(C3C=CC=CC=3)C3C=CC=CC=3)=CC=CC1=2.